From a dataset of Catalyst prediction with 721,799 reactions and 888 catalyst types from USPTO. Predict which catalyst facilitates the given reaction. (1) Reactant: [CH3:1][O:2][C:3](=[O:25])[C:4]1[CH:9]=[CH:8][C:7]([NH:10][CH:11]([CH2:14][CH3:15])[CH2:12][CH3:13])=[C:6]([NH:16][C:17](=O)[CH2:18][C:19]2[O:20][CH:21]=[CH:22][CH:23]=2)[CH:5]=1.Cl. Product: [CH3:1][O:2][C:3]([C:4]1[CH:9]=[CH:8][C:7]2[N:10]([CH:11]([CH2:14][CH3:15])[CH2:12][CH3:13])[C:17]([CH2:18][C:19]3[O:20][CH:21]=[CH:22][CH:23]=3)=[N:16][C:6]=2[CH:5]=1)=[O:25]. The catalyst class is: 12. (2) Reactant: C([N:8]1[CH2:13][CH2:12][N:11]([C:14]([O:16][C:17]([CH3:20])([CH3:19])[CH3:18])=[O:15])[CH:10]([CH2:21][CH2:22][OH:23])[CH2:9]1)C1C=CC=CC=1. Product: [C:17]([O:16][C:14]([N:11]1[CH2:12][CH2:13][NH:8][CH2:9][CH:10]1[CH2:21][CH2:22][OH:23])=[O:15])([CH3:20])([CH3:19])[CH3:18]. The catalyst class is: 29. (3) The catalyst class is: 23. Product: [C:23]([O:27][C:28](=[O:44])[N:29]([CH2:33][C:34]1[CH:39]=[C:38]([CH2:40][CH2:41][O:42][C:15](=[O:3])[NH:16][CH3:20])[CH:37]=[CH:36][C:35]=1[Cl:43])[CH:30]1[CH2:31][CH2:32]1)([CH3:26])([CH3:24])[CH3:25]. Reactant: ClC(OC1C=CC([N+]([O-])=O)=CC=1)=[O:3].C[CH2:15][N:16]([CH:20](C)C)C(C)C.[C:23]([O:27][C:28](=[O:44])[N:29]([CH2:33][C:34]1[CH:39]=[C:38]([CH2:40][CH2:41][OH:42])[CH:37]=[CH:36][C:35]=1[Cl:43])[CH:30]1[CH2:32][CH2:31]1)([CH3:26])([CH3:25])[CH3:24].CN. (4) Reactant: [C:1]([CH:6]([C:12](=[O:16])[CH:13]([CH3:15])[CH3:14])[C:7]([O:9][CH2:10][CH3:11])=[O:8])(=O)[CH:2]([CH3:4])[CH3:3].Cl.[NH2:18]O. Product: [CH:2]([C:1]1[C:6]([C:7]([O:9][CH2:10][CH3:11])=[O:8])=[C:12]([CH:13]([CH3:15])[CH3:14])[O:16][N:18]=1)([CH3:4])[CH3:3]. The catalyst class is: 40. (5) Reactant: Cl[C:2]1[C:7]2[N:8]=[C:9]([CH2:19][O:20][CH2:21][CH3:22])[N:10]([NH:11][CH2:12][C:13]3[CH:14]=[N:15][CH:16]=[CH:17][CH:18]=3)[C:6]=2[C:5]([CH3:23])=[C:4]([CH3:24])[N:3]=1.[CH3:25][O:26][C:27]1[CH:34]=[CH:33][C:30]([CH2:31][NH2:32])=[CH:29][CH:28]=1.Cl.N1C=CC=CC=1. Product: [CH2:21]([O:20][CH2:19][C:9]1[N:10]([NH:11][CH2:12][C:13]2[CH:14]=[N:15][CH:16]=[CH:17][CH:18]=2)[C:6]2[C:5]([CH3:23])=[C:4]([CH3:24])[N:3]=[C:2]([NH:32][CH2:31][C:30]3[CH:33]=[CH:34][C:27]([O:26][CH3:25])=[CH:28][CH:29]=3)[C:7]=2[N:8]=1)[CH3:22]. The catalyst class is: 5.